Dataset: Reaction yield outcomes from USPTO patents with 853,638 reactions. Task: Predict the reaction yield, written as a fraction of the theoretical maximum amount of product (1.0 means a 100% yield; for example, 0.34 means a 34% yield). (1) The reactants are [CH2:1]([OH:8])[C:2]1[CH:7]=[CH:6][CH:5]=[CH:4][CH:3]=1.Cl[S:10]([N:13]=[C:14]=[O:15])(=[O:12])=[O:11].Cl.[CH2:17]([O:19][C:20](=[O:24])[CH2:21][CH2:22][NH2:23])[CH3:18].C(N(CC)C(C)C)(C)C.Cl. The catalyst is C(#N)C.N1C=CC=CC=1. The product is [CH2:1]([O:8][C:14]([NH:13][S:10]([NH:23][CH2:22][CH2:21][C:20]([O:19][CH2:17][CH3:18])=[O:24])(=[O:12])=[O:11])=[O:15])[C:2]1[CH:7]=[CH:6][CH:5]=[CH:4][CH:3]=1. The yield is 0.950. (2) The reactants are [Mg].[CH2:2](Cl)[C:3]([C:6]1[CH:11]=[CH:10][CH:9]=[CH:8][CH:7]=1)([CH3:5])[CH3:4].II.BrCCBr.[C:19](=[O:21])=[O:20]. The catalyst is O1CCCC1. The product is [CH3:4][C:3]([CH3:5])([C:6]1[CH:11]=[CH:10][CH:9]=[CH:8][CH:7]=1)[CH2:2][C:19]([OH:21])=[O:20]. The yield is 0.810.